This data is from Tox21: 12 toxicity assays (nuclear receptors and stress response pathways). The task is: Binary classification across 12 toxicity assays. The compound is COC1=CC(=O)O[C@@H](/C=C/c2ccccc2)C1. It tested positive (active) for: NR-ER (Estrogen Receptor agonist activity).